Dataset: Peptide-MHC class I binding affinity with 185,985 pairs from IEDB/IMGT. Task: Regression. Given a peptide amino acid sequence and an MHC pseudo amino acid sequence, predict their binding affinity value. This is MHC class I binding data. (1) The peptide sequence is YRKPSGGVF. The MHC is HLA-B35:01 with pseudo-sequence HLA-B35:01. The binding affinity (normalized) is 0.0847. (2) The peptide sequence is FRPQNGQFI. The binding affinity (normalized) is 0.0352. The MHC is H-2-Kb with pseudo-sequence H-2-Kb. (3) The peptide sequence is TTTLEETKF. The MHC is HLA-A69:01 with pseudo-sequence HLA-A69:01. The binding affinity (normalized) is 0.0847.